The task is: Predict which catalyst facilitates the given reaction.. This data is from Catalyst prediction with 721,799 reactions and 888 catalyst types from USPTO. (1) Reactant: Cl[C:2]1C=CC=C(C(OO)=O)[CH:3]=1.C(S[C:15]1[CH:37]=[C:36]([C:38]([F:41])([F:40])[F:39])[CH:35]=[CH:34][C:16]=1[C:17]([N:19]([CH3:33])[C:20]1[CH:25]=[CH:24][C:23]([C:26]([F:32])([F:31])[C:27]([F:30])([F:29])[F:28])=[CH:22][N:21]=1)=[O:18])C.C(=O)(O)[O-].[Na+].[S:47]([O-:51])([O-])(=[O:49])=S.[Na+].[Na+]. Product: [CH2:2]([S:47]([C:15]1[CH:37]=[C:36]([C:38]([F:41])([F:39])[F:40])[CH:35]=[CH:34][C:16]=1[C:17]([N:19]([CH3:33])[C:20]1[CH:25]=[CH:24][C:23]([C:26]([F:32])([F:31])[C:27]([F:30])([F:29])[F:28])=[CH:22][N:21]=1)=[O:18])(=[O:51])=[O:49])[CH3:3]. The catalyst class is: 22. (2) Reactant: [CH3:1][C:2]([S:9][C:10]1[CH:15]=[CH:14][CH:13]=[CH:12][C:11]=1[C:16]1[CH:21]=[CH:20][N:19]=[CH:18][CH:17]=1)([CH3:8])[C:3]([O:5]CC)=[O:4].[OH-].[Na+]. Product: [CH3:8][C:2]([S:9][C:10]1[CH:15]=[CH:14][CH:13]=[CH:12][C:11]=1[C:16]1[CH:17]=[CH:18][N:19]=[CH:20][CH:21]=1)([CH3:1])[C:3]([OH:5])=[O:4]. The catalyst class is: 5. (3) Reactant: [O:1]1[CH:5]=[CH:4][CH:3]=[C:2]1[C:6]1[N:14]=[C:13]([NH2:15])[N:12]=[C:11]2[C:7]=1[N:8]=[CH:9][N:10]2[CH2:16][C:17]1[CH:22]=[CH:21][CH:20]=[C:19]([N+:23]([O-])=O)[CH:18]=1.O.O.Cl[Sn]Cl.Cl.[F-].C([N+](CCCC)(CCCC)CCCC)CCC.[OH-].[Na+]. Product: [NH2:23][C:19]1[CH:18]=[C:17]([CH:22]=[CH:21][CH:20]=1)[CH2:16][N:10]1[CH:9]=[N:8][C:7]2[C:11]1=[N:12][C:13]([NH2:15])=[N:14][C:6]=2[C:2]1[O:1][CH:5]=[CH:4][CH:3]=1. The catalyst class is: 14. (4) Reactant: [H-].[Na+].[CH3:3][C:4]([O:7][C:8]([NH:10][C@@H:11]1[CH2:16][CH2:15][C@H:14]([C:17]([OH:19])=[O:18])[CH2:13][CH2:12]1)=[O:9])([CH3:6])[CH3:5].[CH3:20]I. Product: [CH3:6][C:4]([O:7][C:8]([N:10]([CH3:20])[C@@H:11]1[CH2:12][CH2:13][C@H:14]([C:17]([OH:19])=[O:18])[CH2:15][CH2:16]1)=[O:9])([CH3:3])[CH3:5]. The catalyst class is: 3. (5) Product: [C:22]([OH:29])(=[O:28])/[CH:23]=[CH:24]\[C:25]([OH:27])=[O:26].[N:1]1([C:6]2[CH:7]=[C:8]3[C:13](=[CH:14][CH:15]=2)[N:12]=[C:11]([C:16]2[CH:21]=[CH:20][CH:19]=[CH:18][CH:17]=2)[N:10]=[CH:9]3)[CH:5]=[CH:4][N:3]=[CH:2]1. The catalyst class is: 252. Reactant: [N:1]1([C:6]2[CH:7]=[C:8]3[C:13](=[CH:14][CH:15]=2)[N:12]=[C:11]([C:16]2[CH:21]=[CH:20][CH:19]=[CH:18][CH:17]=2)[N:10]=[CH:9]3)[CH:5]=[CH:4][N:3]=[CH:2]1.[C:22]([OH:29])(=[O:28])/[CH:23]=[CH:24]\[C:25]([OH:27])=[O:26]. (6) Reactant: [Cl:1][C:2]1[CH:25]=[C:24]([Cl:26])[CH:23]=[CH:22][C:3]=1[CH2:4][N:5]1[C:9](/[CH:10]=[CH:11]/[C:12]([O:14]CC)=[O:13])=[CH:8][C:7]([O:17][CH2:18][CH2:19][O:20][CH3:21])=[N:6]1.[OH-].[Na+].O1CCCC1. Product: [Cl:1][C:2]1[CH:25]=[C:24]([Cl:26])[CH:23]=[CH:22][C:3]=1[CH2:4][N:5]1[C:9](/[CH:10]=[CH:11]/[C:12]([OH:14])=[O:13])=[CH:8][C:7]([O:17][CH2:18][CH2:19][O:20][CH3:21])=[N:6]1. The catalyst class is: 8. (7) Reactant: C([O:3][C:4](=[O:31])[CH2:5][C:6]([NH:8][C:9]1[CH:14]=[C:13]([Br:15])[C:12]([O:16][C:17]2[CH:22]=[C:21]([CH:23]([CH3:25])[CH3:24])[C:20]([OH:26])=[C:19]([CH2:27][CH3:28])[CH:18]=2)=[C:11]([Br:29])[C:10]=1[CH3:30])=[O:7])C.[Li+].[OH-].Cl. Product: [Br:29][C:11]1[C:10]([CH3:30])=[C:9]([NH:8][C:6](=[O:7])[CH2:5][C:4]([OH:31])=[O:3])[CH:14]=[C:13]([Br:15])[C:12]=1[O:16][C:17]1[CH:22]=[C:21]([CH:23]([CH3:25])[CH3:24])[C:20]([OH:26])=[C:19]([CH2:27][CH3:28])[CH:18]=1. The catalyst class is: 1.